Dataset: Forward reaction prediction with 1.9M reactions from USPTO patents (1976-2016). Task: Predict the product of the given reaction. (1) Given the reactants Cl[C:2]1[CH:7]=[C:6]([C:8]2[CH:13]=[CH:12][CH:11]=[CH:10][CH:9]=2)[N:5]=[C:4]2[CH:14]=[CH:15][NH:16][C:3]=12.[C-]#N.[K+].[CH3:20][N:21](C)CCN(C)C.C1(P(C2C=CC=CC=2)CCCCCP(C2C=CC=CC=2)C2C=CC=CC=2)C=CC=CC=1, predict the reaction product. The product is: [C:8]1([C:6]2[N:5]=[C:4]3[CH:14]=[CH:15][NH:16][C:3]3=[C:2]([C:20]#[N:21])[CH:7]=2)[CH:13]=[CH:12][CH:11]=[CH:10][CH:9]=1. (2) Given the reactants [Mg].[CH2:16]([CH:15]([CH2:15][CH2:16][CH2:17][CH3:18])OCCOCCOC)[CH2:17][CH2:18]C.[Cl:19][CH2:20][CH2:21][CH2:22]CCl.ClCCCCCl.C(C(CCCC)OCCOCCOC)CCC.ClCC[CH2:51][Si:52](C)(Cl)Cl, predict the reaction product. The product is: [Cl:19][CH:20]([Si:52]1([CH3:51])[CH2:15][CH2:16][CH2:17][CH2:18]1)[CH2:21][CH3:22]. (3) Given the reactants O[CH2:2][CH2:3][CH:4]1[CH2:9][CH2:8][CH2:7][CH2:6][N:5]1[C:10]([O:12][C:13]([CH3:16])([CH3:15])[CH3:14])=[O:11].C1(P(C2C=CC=CC=2)C2C=CC=CC=2)C=CC=CC=1.[Cl:36]CC1CCN(C(OC(C)(C)C)=O)CC1, predict the reaction product. The product is: [Cl:36][CH2:2][CH2:3][CH:4]1[CH2:9][CH2:8][CH2:7][CH2:6][N:5]1[C:10]([O:12][C:13]([CH3:16])([CH3:15])[CH3:14])=[O:11].